From a dataset of Retrosynthesis with 50K atom-mapped reactions and 10 reaction types from USPTO. Predict the reactants needed to synthesize the given product. (1) Given the product CCc1cccc(CC(=O)O)c1OCCCc1cn(-c2ccc(Br)cn2)nc1C(CC)CC, predict the reactants needed to synthesize it. The reactants are: CCc1cccc(CC(=O)OC)c1OCCCc1cn(-c2ccc(Br)cn2)nc1C(CC)CC. (2) The reactants are: C[C@H](CO)CS(N)(=O)=O.Clc1ccc2nccn2n1. Given the product C[C@H](COc1ccc2nccn2n1)CS(N)(=O)=O, predict the reactants needed to synthesize it. (3) Given the product COC(=O)c1ccc(C#CC(=O)c2ccc3c(c2)C(C)(C)CCC3(C)C)cc1, predict the reactants needed to synthesize it. The reactants are: CC1(C)CCC(C)(C)c2cc(C(=O)Cl)ccc21.COC(=O)c1ccc(C#C[Si](C)(C)C)cc1. (4) Given the product COCOc1c(C)c(C=O)c(OCOC)c(OC)c1OC, predict the reactants needed to synthesize it. The reactants are: CN(C)C=O.COCOc1c(C)c(Br)c(OCOC)c(OC)c1OC. (5) Given the product O=C(OCc1ccccc1)N1CCC[C@@H]1Cc1c[nH]c2ccc(-c3cccc(CO)c3)cc12, predict the reactants needed to synthesize it. The reactants are: CCCC[Sn](CCCC)(CCCC)c1cccc(CO)c1.O=C(OCc1ccccc1)N1CCC[C@@H]1Cc1c[nH]c2ccc(Br)cc12. (6) The reactants are: CN1CCNCC1.NC(=O)c1sc(Nc2cc(C=O)ccc2[N+](=O)[O-])nc1-c1cccc(C(F)(F)F)c1. Given the product CN1CCN(Cc2ccc([N+](=O)[O-])c(Nc3nc(-c4cccc(C(F)(F)F)c4)c(C(N)=O)s3)c2)CC1, predict the reactants needed to synthesize it.